Dataset: NCI-60 drug combinations with 297,098 pairs across 59 cell lines. Task: Regression. Given two drug SMILES strings and cell line genomic features, predict the synergy score measuring deviation from expected non-interaction effect. (1) Drug 1: CCC1(CC2CC(C3=C(CCN(C2)C1)C4=CC=CC=C4N3)(C5=C(C=C6C(=C5)C78CCN9C7C(C=CC9)(C(C(C8N6C)(C(=O)OC)O)OC(=O)C)CC)OC)C(=O)OC)O.OS(=O)(=O)O. Drug 2: COC1=NC(=NC2=C1N=CN2C3C(C(C(O3)CO)O)O)N. Cell line: UO-31. Synergy scores: CSS=3.05, Synergy_ZIP=0.963, Synergy_Bliss=1.28, Synergy_Loewe=1.37, Synergy_HSA=0.646. (2) Drug 1: CCC(=C(C1=CC=CC=C1)C2=CC=C(C=C2)OCCN(C)C)C3=CC=CC=C3.C(C(=O)O)C(CC(=O)O)(C(=O)O)O. Drug 2: CC12CCC3C(C1CCC2OP(=O)(O)O)CCC4=C3C=CC(=C4)OC(=O)N(CCCl)CCCl.[Na+]. Cell line: TK-10. Synergy scores: CSS=55.2, Synergy_ZIP=-1.26, Synergy_Bliss=-2.18, Synergy_Loewe=-5.01, Synergy_HSA=-2.41.